Task: Predict the product of the given reaction.. Dataset: Forward reaction prediction with 1.9M reactions from USPTO patents (1976-2016) The product is: [C:16]1(/[CH:22]=[CH:23]/[C:24]([NH:1][C:2]2[CH:3]=[C:4]3[C:8](=[CH:9][C:10]=2[NH:11][CH3:12])[N:7]([CH3:27])[C:6](=[O:13])[C:5]3([CH3:15])[CH3:14])=[O:26])[CH:21]=[CH:20][CH:19]=[CH:18][CH:17]=1. Given the reactants [NH2:1][C:2]1[CH:3]=[C:4]2[C:8](=[CH:9][C:10]=1[NH:11][CH3:12])[NH:7][C:6](=[O:13])[C:5]2([CH3:15])[CH3:14].[C:16]1(/[CH:22]=[CH:23]/[C:24]([OH:26])=O)[CH:21]=[CH:20][CH:19]=[CH:18][CH:17]=1.[CH3:27]N(C(ON1N=NC2C=CC=CC1=2)=[N+](C)C)C.[B-](F)(F)(F)F.CCN(CC)CC.C([O-])(O)=O.[Na+], predict the reaction product.